From a dataset of Catalyst prediction with 721,799 reactions and 888 catalyst types from USPTO. Predict which catalyst facilitates the given reaction. (1) Reactant: Br[C:2]1[CH:14]=[N:13][C:5]2[NH:6][C:7](=[O:12])[CH2:8][CH2:9][CH:10]([OH:11])[C:4]=2[CH:3]=1.[CH3:15][N:16]([CH2:21][C:22]1[O:23][C:24]2[CH:31]=[CH:30][CH:29]=[CH:28][C:25]=2[C:26]=1[CH3:27])[C:17](=[O:20])[CH:18]=[CH2:19].C(N(C(C)C)C(C)C)C.CC1C=CC=CC=1P(C1C=CC=CC=1C)C1C=CC=CC=1C. Product: [OH:11][CH:10]1[CH2:9][CH2:8][C:7](=[O:12])[NH:6][C:5]2[N:13]=[CH:14][C:2](/[CH:19]=[CH:18]/[C:17]([N:16]([CH3:15])[CH2:21][C:22]3[O:23][C:24]4[CH:31]=[CH:30][CH:29]=[CH:28][C:25]=4[C:26]=3[CH3:27])=[O:20])=[CH:3][C:4]1=2. The catalyst class is: 416. (2) Reactant: [Br:1][C:2]1[CH:3]=[CH:4][C:5]2[S:9](=[O:11])(=[O:10])[N:8]([CH:12]3[CH2:17][CH2:16][N:15](C(OC(C)(C)C)=O)[CH2:14][CH2:13]3)[CH:7]([CH3:25])[C:6]=2[CH:26]=1.Cl. Product: [Br:1][C:2]1[CH:3]=[CH:4][C:5]2[S:9](=[O:10])(=[O:11])[N:8]([CH:12]3[CH2:13][CH2:14][NH:15][CH2:16][CH2:17]3)[CH:7]([CH3:25])[C:6]=2[CH:26]=1. The catalyst class is: 13. (3) Reactant: [CH2:1]([O:8][CH2:9][C:10]([NH:16][S:17]([C:19]([CH3:22])([CH3:21])[CH3:20])=[O:18])([CH3:15])/[C:11](=[N:13]/[OH:14])/[NH2:12])[C:2]1[CH:7]=[CH:6][CH:5]=[CH:4][CH:3]=1.C(=O)([O-])[O-].[K+].[K+].[C:29](OC(=O)C)(=O)[CH3:30]. Product: [CH2:1]([O:8][CH2:9][C:10]([NH:16][S:17]([C:19]([CH3:22])([CH3:21])[CH3:20])=[O:18])([CH3:15])[C:11]1[N:12]=[C:29]([CH3:30])[O:14][N:13]=1)[C:2]1[CH:7]=[CH:6][CH:5]=[CH:4][CH:3]=1. The catalyst class is: 3. (4) Reactant: C([N:8]1[CH2:14][C@H:13]2[N:15]([C:16]([O:18][C:19]([CH3:22])([CH3:21])[CH3:20])=[O:17])[C@H:10]([CH2:11][CH2:12]2)[CH2:9]1)C1C=CC=CC=1. Product: [C@@H:10]12[N:15]([C:16]([O:18][C:19]([CH3:22])([CH3:21])[CH3:20])=[O:17])[C@@H:13]([CH2:12][CH2:11]1)[CH2:14][NH:8][CH2:9]2. The catalyst class is: 19. (5) Reactant: [N:1]1[C:2]([CH2:10][CH2:11][NH2:12])=[CH:3][N:4]2[CH:9]=[CH:8][CH:7]=[CH:6][C:5]=12.[Br:13][C:14]1[CH:23]=[CH:22][CH:21]=[C:20]([CH2:24]Br)[C:15]=1[C:16](OC)=[O:17].CCN(C(C)C)C(C)C. Product: [Br:13][C:14]1[CH:23]=[CH:22][CH:21]=[C:20]2[C:15]=1[C:16](=[O:17])[N:12]([CH2:11][CH2:10][C:2]1[N:1]=[C:5]3[CH:6]=[CH:7][CH:8]=[CH:9][N:4]3[CH:3]=1)[CH2:24]2. The catalyst class is: 41. (6) Reactant: C(N(CC)C(C)C)(C)C.[C:10]1([N:16]=[C:17]=[O:18])[CH:15]=[CH:14][CH:13]=[CH:12][CH:11]=1.[Si:19]([O:26][C:27]1[CH:32]=[C:31]([O:33][Si:34]([C:37]([CH3:40])([CH3:39])[CH3:38])([CH3:36])[CH3:35])[CH:30]=[CH:29][C:28]=1[C@H:41]1[CH2:46][CH2:45][C@H:44]([OH:47])[CH2:43][CH2:42]1)([C:22]([CH3:25])([CH3:24])[CH3:23])([CH3:21])[CH3:20]. Product: [C:10]1([NH:16][C:17](=[O:18])[O:47][C@H:44]2[CH2:43][CH2:42][C@H:41]([C:28]3[CH:29]=[CH:30][C:31]([O:33][Si:34]([C:37]([CH3:38])([CH3:39])[CH3:40])([CH3:36])[CH3:35])=[CH:32][C:27]=3[O:26][Si:19]([C:22]([CH3:23])([CH3:24])[CH3:25])([CH3:21])[CH3:20])[CH2:46][CH2:45]2)[CH:15]=[CH:14][CH:13]=[CH:12][CH:11]=1. The catalyst class is: 4.